From a dataset of Aqueous solubility values for 9,982 compounds from the AqSolDB database. Regression/Classification. Given a drug SMILES string, predict its absorption, distribution, metabolism, or excretion properties. Task type varies by dataset: regression for continuous measurements (e.g., permeability, clearance, half-life) or binary classification for categorical outcomes (e.g., BBB penetration, CYP inhibition). For this dataset (solubility_aqsoldb), we predict Y. (1) The compound is CCN(CC)CCO. The Y is 0.931 log mol/L. (2) The drug is CCCCCCCCCC1(CC)C(=O)NC(=O)NC1=O. The Y is -4.46 log mol/L. (3) The molecule is O=C(O)c1ccc([N+](=O)[O-])c2cccnc12. The Y is -3.17 log mol/L. (4) The molecule is CNC(=O)Oc1cc(C)cc(C)c1. The Y is -2.58 log mol/L. (5) The compound is CCOC(=O)c1cn2nc(OP(=S)(OCC)OCC)cc2nc1C. The Y is -4.95 log mol/L. (6) The Y is -1.52 log mol/L. The compound is OCc1nc2ncncc2[nH]1.